From a dataset of Forward reaction prediction with 1.9M reactions from USPTO patents (1976-2016). Predict the product of the given reaction. (1) Given the reactants CON(C)[C:4]([CH:6]1[O:11][CH2:10][CH2:9][N:8]([C:12]([O:14][C:15]([CH3:18])([CH3:17])[CH3:16])=[O:13])[CH2:7]1)=[O:5].[CH3:20][Mg+].[Br-].O, predict the reaction product. The product is: [C:4]([CH:6]1[O:11][CH2:10][CH2:9][N:8]([C:12]([O:14][C:15]([CH3:16])([CH3:17])[CH3:18])=[O:13])[CH2:7]1)(=[O:5])[CH3:20]. (2) Given the reactants [C:1]1([N:7]2[C:12](=O)C3SC=C(C4C=CC=CC=4)C=3N=C2)[CH:6]=[CH:5][CH:4]=[CH:3][CH:2]=1.[NH2:23][C:24]1[C:28]([C:29]2[CH:34]=[CH:33][CH:32]=[CH:31][C:30]=2[F:35])=[CH:27][S:26][C:25]=1[C:36]([O:38]C)=O.C(OCC)(OCC)[O:41]CC.NC1C=C(O)C=CC=1, predict the reaction product. The product is: [F:35][C:30]1[CH:31]=[CH:32][CH:33]=[CH:34][C:29]=1[C:28]1[C:24]2[N:23]=[CH:12][N:7]([C:1]3[CH:6]=[CH:5][CH:4]=[C:3]([OH:41])[CH:2]=3)[C:36](=[O:38])[C:25]=2[S:26][CH:27]=1. (3) Given the reactants [CH3:1][N:2]([CH3:50])[CH2:3][C:4]([N:6]1[C:14]2[C:9](=[CH:10][C:11]([O:47][CH3:48])=[C:12]([NH:15][C:16]3[N:17]=[C:18]([NH:35][C:36]4[CH:45]=[CH:44][CH:43]=[C:42]([F:46])[C:37]=4[C:38]([NH:40][CH3:41])=[O:39])[C:19]4[CH:24]=[CH:23][N:22](S(C5C=CC(C)=CC=5)(=O)=O)[C:20]=4[N:21]=3)[CH:13]=2)[CH2:8][C@H:7]1[CH3:49])=[O:5].[OH-].[Na+].[Na+].[Cl-], predict the reaction product. The product is: [CH3:50][N:2]([CH3:1])[CH2:3][C:4]([N:6]1[C:14]2[C:9](=[CH:10][C:11]([O:47][CH3:48])=[C:12]([NH:15][C:16]3[NH:21][C:20]4=[N:22][CH:23]=[CH:24][C:19]4=[C:18]([NH:35][C:36]4[CH:45]=[CH:44][CH:43]=[C:42]([F:46])[C:37]=4[C:38]([NH:40][CH3:41])=[O:39])[N:17]=3)[CH:13]=2)[CH2:8][C@H:7]1[CH3:49])=[O:5].